Dataset: Reaction yield outcomes from USPTO patents with 853,638 reactions. Task: Predict the reaction yield, written as a fraction of the theoretical maximum amount of product (1.0 means a 100% yield; for example, 0.34 means a 34% yield). (1) The yield is 0.0800. The reactants are [I-].C[N+:3]1[C:11]2[C:6](=[CH:7][CH:8]=[CH:9][CH:10]=2)C(C)(C)[C:4]=1C. The catalyst is C(OC(=O)C)(=O)C.C(O)(=O)C. The product is [C:11]1([NH:3][CH:4]=[N:3][C:11]2[CH:10]=[CH:9][CH:8]=[CH:7][CH:6]=2)[CH:6]=[CH:7][CH:8]=[CH:9][CH:10]=1. (2) The reactants are [F:1][C:2]1[CH:7]=[CH:6][C:5]([C:8]2[N:13]=[C:12]3[CH:14]=[C:15](CO)[N:16]([CH3:17])[C:11]3=[C:10]([C:20]3[CH:25]=[CH:24][C:23]([F:26])=[CH:22][CH:21]=3)[C:9]=2[C:27]2[CH:32]=[CH:31][N:30]=[CH:29][CH:28]=2)=[CH:4][CH:3]=1.CC([O-])(C)C.[K+].Cl.CCOC(C)=O. The catalyst is O1CCOCC1. The product is [F:1][C:2]1[CH:3]=[CH:4][C:5]([C:8]2[N:13]=[C:12]3[CH:14]=[CH:15][N:16]([CH3:17])[C:11]3=[C:10]([C:20]3[CH:25]=[CH:24][C:23]([F:26])=[CH:22][CH:21]=3)[C:9]=2[C:27]2[CH:28]=[CH:29][N:30]=[CH:31][CH:32]=2)=[CH:6][CH:7]=1. The yield is 0.190. (3) The reactants are [CH3:1][C:2]1[S:6][C:5]2[CH:7]=[C:8]([O:11][C:12]3[CH:17]=[CH:16][N:15]=[C:14]4[CH:18]=[C:19]([C:21]5[N:22]([CH3:26])[CH:23]=[CH:24][N:25]=5)[S:20][C:13]=34)[CH:9]=[CH:10][C:4]=2[C:3]=1[C:27]([OH:29])=O.C([N:33](CC)[CH:34]([CH3:36])[CH3:35])(C)C.CN(C(ON1N=NC2C=CC=CC1=2)=[N+](C)C)C.F[P-](F)(F)(F)(F)F. The catalyst is CN(C=O)C. The product is [CH:34]1([NH:33][C:27]([C:3]2[C:4]3[CH:10]=[CH:9][C:8]([O:11][C:12]4[CH:17]=[CH:16][N:15]=[C:14]5[CH:18]=[C:19]([C:21]6[N:22]([CH3:26])[CH:23]=[CH:24][N:25]=6)[S:20][C:13]=45)=[CH:7][C:5]=3[S:6][C:2]=2[CH3:1])=[O:29])[CH2:36][CH2:35]1. The yield is 0.710. (4) The reactants are [C:1]([C:5]1[CH:6]=[C:7]([NH2:17])[N:8]([C:10]2[CH:15]=[CH:14][C:13]([CH3:16])=[CH:12][CH:11]=2)[N:9]=1)([CH3:4])([CH3:3])[CH3:2].[OH-].[Na+].[Cl:20][C:21]([Cl:28])([Cl:27])[CH2:22][O:23][C:24](Cl)=[O:25]. The catalyst is O.C(OCC)(=O)C. The product is [Cl:20][C:21]([Cl:28])([Cl:27])[CH2:22][O:23][C:24](=[O:25])[NH:17][C:7]1[N:8]([C:10]2[CH:11]=[CH:12][C:13]([CH3:16])=[CH:14][CH:15]=2)[N:9]=[C:5]([C:1]([CH3:4])([CH3:3])[CH3:2])[CH:6]=1. The yield is 0.990. (5) The reactants are CN(C(ON1N=NC2C=CC=CC1=2)=[N+](C)C)C.[B-](F)(F)(F)F.CCN(C(C)C)C(C)C.[Cl:32][C:33]1[CH:55]=[CH:54][C:36]2[NH:37][C:38]([S:40][C:41]3[C:46]4[NH:47][C:48](=[O:50])[NH:49][C:45]=4[CH:44]=[C:43]([C:51]([OH:53])=O)[CH:42]=3)=[N:39][C:35]=2[CH:34]=1.[NH2:56][CH2:57][CH2:58][O:59][CH2:60][CH2:61][OH:62]. The catalyst is CN(C=O)C. The product is [Cl:32][C:33]1[CH:55]=[CH:54][C:36]2[NH:37][C:38]([S:40][C:41]3[C:46]4[NH:47][C:48](=[O:50])[NH:49][C:45]=4[CH:44]=[C:43]([C:51]([NH:56][CH2:57][CH2:58][O:59][CH2:60][CH2:61][OH:62])=[O:53])[CH:42]=3)=[N:39][C:35]=2[CH:34]=1. The yield is 0.110. (6) The reactants are [NH2:1][C@@H:2]1[CH2:7][CH2:6][CH2:5][N:4]([C:8]([C:10]2[CH:30]=[CH:29][C:13]3[N:14]([CH3:28])[C:15]([C:17]4[N:25]([CH2:26][CH3:27])[C:20]5=[N:21][CH:22]=[CH:23][CH:24]=[C:19]5[CH:18]=4)=[N:16][C:12]=3[CH:11]=2)=[O:9])[CH2:3]1.[ClH:31]. The catalyst is CO. The product is [ClH:31].[NH2:1][C@@H:2]1[CH2:7][CH2:6][CH2:5][N:4]([C:8]([C:10]2[CH:30]=[CH:29][C:13]3[N:14]([CH3:28])[C:15]([C:17]4[N:25]([CH2:26][CH3:27])[C:20]5=[N:21][CH:22]=[CH:23][CH:24]=[C:19]5[CH:18]=4)=[N:16][C:12]=3[CH:11]=2)=[O:9])[CH2:3]1. The yield is 0.742. (7) The reactants are [F:1][C:2]1[CH:22]=[CH:21][C:5]([CH2:6][CH2:7][CH:8]2[CH2:13][CH:12]([C:14]([OH:16])=O)[CH2:11][CH2:10][N:9]2[C:17]([O:19][CH3:20])=[O:18])=[CH:4][CH:3]=1.N1(C(N2C=CN=C2)=O)C=CN=C1.[CH2:35]([O:37][C:38](=[O:43])[CH2:39][C:40]([O-:42])=O)[CH3:36].[K+].[Cl-].[Mg+2].[Cl-].Cl. The catalyst is CN1C2C(N=C(N)NC=2NCC1CNC1C=CC(C(NC(C(O)=O)CCC(O)=O)=O)=CC=1)=O.C(Cl)Cl. The product is [CH2:35]([O:37][C:38](=[O:43])[CH2:39][C:14]([C@@H:12]1[CH2:11][CH2:10][N:9]([C:17]([O:19][CH3:20])=[O:18])[C@@H:8]([CH2:7][CH2:6][C:5]2[CH:4]=[CH:3][C:2]([F:1])=[CH:22][CH:21]=2)[CH2:13]1)=[O:16])[CH3:36].[CH2:35]([O:37][C:38](=[O:43])[CH2:39][C:40]([C@H:12]1[CH2:11][CH2:10][N:9]([C:17]([O:19][CH3:20])=[O:18])[C@@H:8]([CH2:7][CH2:6][C:5]2[CH:4]=[CH:3][C:2]([F:1])=[CH:22][CH:21]=2)[CH2:13]1)=[O:42])[CH3:36]. The yield is 0.140. (8) The reactants are [Cl:1][C:2]1[N:7]=[CH:6][C:5]([CH2:8][OH:9])=[C:4]([NH:10][C:11]2[CH:16]=[CH:15][CH:14]=[CH:13][CH:12]=2)[CH:3]=1. The catalyst is C(Cl)Cl.O=[Mn]=O. The product is [Cl:1][C:2]1[CH:3]=[C:4]([NH:10][C:11]2[CH:12]=[CH:13][CH:14]=[CH:15][CH:16]=2)[C:5]([CH:8]=[O:9])=[CH:6][N:7]=1. The yield is 0.860.